From a dataset of Full USPTO retrosynthesis dataset with 1.9M reactions from patents (1976-2016). Predict the reactants needed to synthesize the given product. Given the product [CH3:19][C:20]1[CH:25]=[C:24]([CH3:26])[CH:23]=[CH:22][C:21]=1[N:27]1[CH2:28][CH2:29][N:30]([CH2:17][CH2:16][CH2:15][C:9]2[CH:10]=[C:11]([CH2:12][CH2:13][CH3:14])[N:7]([C:1]3[CH:6]=[CH:5][CH:4]=[CH:3][CH:2]=3)[N:8]=2)[CH2:31][CH2:32]1, predict the reactants needed to synthesize it. The reactants are: [C:1]1([N:7]2[C:11]([CH2:12][CH2:13][CH3:14])=[CH:10][C:9]([CH2:15][CH2:16][CH:17]=O)=[N:8]2)[CH:6]=[CH:5][CH:4]=[CH:3][CH:2]=1.[CH3:19][C:20]1[CH:25]=[C:24]([CH3:26])[CH:23]=[CH:22][C:21]=1[N:27]1[CH2:32][CH2:31][NH:30][CH2:29][CH2:28]1.CCN(C(C)C)C(C)C.[BH-](OC(C)=O)(OC(C)=O)OC(C)=O.[Na+].